Predict the reactants needed to synthesize the given product. From a dataset of Full USPTO retrosynthesis dataset with 1.9M reactions from patents (1976-2016). (1) The reactants are: [CH3:1][CH:2]([CH2:4][CH2:5][CH2:6][C@H:7]([CH2:9][CH2:10][CH2:11][C@H:12]([CH2:14][CH2:15][CH2:16]/[C:17](=[CH:19]/[CH2:20][OH:21])/[CH3:18])[CH3:13])[CH3:8])[CH3:3].[H][H]. Given the product [CH2:20]([OH:21])[CH2:19][CH:17]([CH2:16][CH2:15][CH2:14][CH:12]([CH2:11][CH2:10][CH2:9][CH:7]([CH2:6][CH2:5][CH2:4][CH:2]([CH3:3])[CH3:1])[CH3:8])[CH3:13])[CH3:18], predict the reactants needed to synthesize it. (2) The reactants are: [C:1]([O:4][C:5]1[CH:10]=[CH:9][CH:8]=[CH:7][C:6]=1[C:11](=[O:23])[NH:12][C:13]1[CH:18]=[CH:17][CH:16]=[C:15](C(F)(F)F)[CH:14]=1)(=[O:3])[CH3:2].Cl.[CH3:25][S:26](C1C=CC(N)=CC=1)(=[O:28])=[O:27].CCN(C(C)C)C(C)C. Given the product [C:1]([O:4][C:5]1[CH:10]=[CH:9][CH:8]=[CH:7][C:6]=1[C:11](=[O:23])[NH:12][C:13]1[CH:18]=[CH:17][C:16]([S:26]([CH3:25])(=[O:28])=[O:27])=[CH:15][CH:14]=1)(=[O:3])[CH3:2], predict the reactants needed to synthesize it. (3) The reactants are: [C:1]([C:4]1[C:12]2[C:7](=[CH:8][CH:9]=[C:10]([O:13]CC3C=CC=CC=3)[CH:11]=2)[N:6]([CH2:21][C:22]([N:24]2[C@H:29]([C:30]([NH:32][CH2:33][C@H:34]3[CH2:36][C:35]3([Cl:38])[Cl:37])=[O:31])[CH2:28][C@@H:27]3[C@H:25]2[CH2:26]3)=[O:23])[N:5]=1)(=[O:3])[CH3:2].C1(SC)C=CC=CC=1. Given the product [Cl:38][C:35]1([Cl:37])[CH2:36][C@@H:34]1[CH2:33][NH:32][C:30]([C@@H:29]1[CH2:28][C@@H:27]2[C@@H:25]([CH2:26]2)[N:24]1[C:22](=[O:23])[CH2:21][N:6]1[C:7]2[C:12](=[CH:11][C:10]([OH:13])=[CH:9][CH:8]=2)[C:4]([C:1](=[O:3])[CH3:2])=[N:5]1)=[O:31], predict the reactants needed to synthesize it. (4) Given the product [Cl:1][C:2]1[CH:30]=[C:29]([Cl:31])[CH:28]=[CH:27][C:3]=1[CH2:4][NH:5][C:6]([C:8]1[C:9]([O:23][CH:24]([CH3:26])[CH3:25])=[N:10][N:11]([CH2:13][CH2:14][CH2:15][OH:16])[CH:12]=1)=[O:7], predict the reactants needed to synthesize it. The reactants are: [Cl:1][C:2]1[CH:30]=[C:29]([Cl:31])[CH:28]=[CH:27][C:3]=1[CH2:4][NH:5][C:6]([C:8]1[C:9]([O:23][CH:24]([CH3:26])[CH3:25])=[N:10][N:11]([CH2:13][CH2:14][CH2:15][O:16]C2CCCCO2)[CH:12]=1)=[O:7].CO.Cl. (5) Given the product [Br:1][C:2]1[CH:10]=[C:9]2[C:5]([C:6]([O:17][CH3:14])([CH3:12])[C:7](=[O:11])[N:8]2[CH3:24])=[CH:4][CH:3]=1, predict the reactants needed to synthesize it. The reactants are: [Br:1][C:2]1[CH:10]=[C:9]2[C:5]([C:6](O)([CH3:12])[C:7](=[O:11])[NH:8]2)=[CH:4][CH:3]=1.[C:14](=[O:17])([O-])[O-].[Cs+].[Cs+].S(OC)(O[CH3:24])(=O)=O.